From a dataset of Forward reaction prediction with 1.9M reactions from USPTO patents (1976-2016). Predict the product of the given reaction. (1) The product is: [ClH:26].[NH2:20][CH:11]([C:6]1[CH:7]=[CH:8][C:9](=[O:10])[N:4]([CH:1]([CH3:2])[CH3:3])[N:5]=1)[C:12](=[O:19])[C:13]1[CH:14]=[CH:15][CH:16]=[CH:17][CH:18]=1. Given the reactants [CH:1]([N:4]1[C:9](=[O:10])[CH:8]=[CH:7][C:6]([CH:11]([NH:20]C(=O)C)[C:12](=[O:19])[C:13]2[CH:18]=[CH:17][CH:16]=[CH:15][CH:14]=2)=[N:5]1)([CH3:3])[CH3:2].CO.[ClH:26], predict the reaction product. (2) Given the reactants [CH3:1][C:2]1[C:3]([C:8](=O)[CH3:9])=[N:4][CH:5]=[CH:6][CH:7]=1.[C:11]([O:15][C:16](=[O:23])[NH:17][CH2:18][CH2:19][CH2:20][CH2:21][NH2:22])([CH3:14])([CH3:13])[CH3:12].[BH-](OC(C)=O)(OC(C)=O)OC(C)=O.[Na+], predict the reaction product. The product is: [C:11]([O:15][C:16](=[O:23])[NH:17][CH2:18][CH2:19][CH2:20][CH2:21][NH:22][CH:8]([C:3]1[C:2]([CH3:1])=[CH:7][CH:6]=[CH:5][N:4]=1)[CH3:9])([CH3:14])([CH3:12])[CH3:13]. (3) Given the reactants [Cl:1][C:2]1[C:6](C(O)=O)=[CH:5][N:4]([C:10]2[CH:11]=[N:12][CH:13]=[CH:14][CH:15]=2)[N:3]=1, predict the reaction product. The product is: [Cl:1][C:2]1[CH:6]=[CH:5][N:4]([C:10]2[CH:11]=[N:12][CH:13]=[CH:14][CH:15]=2)[N:3]=1. (4) Given the reactants C([O:3][C:4]([CH:6]1[CH:11]([CH3:12])[O:10][CH2:9][CH2:8][NH:7]1)=[O:5])C.[OH-].[K+].Cl, predict the reaction product. The product is: [CH3:12][CH:11]1[O:10][CH2:9][CH2:8][NH:7][CH:6]1[C:4]([OH:5])=[O:3].